From a dataset of Peptide-MHC class I binding affinity with 185,985 pairs from IEDB/IMGT. Regression. Given a peptide amino acid sequence and an MHC pseudo amino acid sequence, predict their binding affinity value. This is MHC class I binding data. The MHC is HLA-B15:01 with pseudo-sequence HLA-B15:01. The peptide sequence is RLKGESRKTF. The binding affinity (normalized) is 0.473.